This data is from Forward reaction prediction with 1.9M reactions from USPTO patents (1976-2016). The task is: Predict the product of the given reaction. (1) Given the reactants [Cl:1][C:2]1[CH:16]=[CH:15][C:5]([C:6]([CH3:14])([CH3:13])[C@@H:7]([C:10]([OH:12])=O)[NH:8][CH3:9])=[CH:4][CH:3]=1.Cl.[CH3:18]/[C:19](=[CH:25]\[C@@H:26]([N:30]([CH3:39])[C:31](=[O:38])[C@H:32]([C:34]([CH3:37])([CH3:36])[CH3:35])[NH2:33])[CH:27]([CH3:29])[CH3:28])/[C:20]([O:22][CH2:23][CH3:24])=[O:21].F[P-](F)(F)(F)(F)F.N1(O[P+](N2CCCC2)(N2CCCC2)N2CCCC2)C2C=CC=CC=2N=N1.C(N(C(C)C)CC)(C)C, predict the reaction product. The product is: [Cl:1][C:2]1[CH:3]=[CH:4][C:5]([C:6]([CH3:14])([CH3:13])[C@@H:7]([C:10]([NH:33][C@H:32]([C:31]([N:30]([C@@H:26]([CH:27]([CH3:28])[CH3:29])/[CH:25]=[C:19](\[CH3:18])/[C:20]([O:22][CH2:23][CH3:24])=[O:21])[CH3:39])=[O:38])[C:34]([CH3:36])([CH3:37])[CH3:35])=[O:12])[NH:8][CH3:9])=[CH:15][CH:16]=1. (2) Given the reactants [F:1][C:2]1[CH:10]=[C:9]([F:11])[CH:8]=[CH:7][C:3]=1[C:4](O)=[O:5].C(Cl)(=O)C([Cl:15])=O.CN(C=O)C, predict the reaction product. The product is: [F:1][C:2]1[CH:10]=[C:9]([F:11])[CH:8]=[CH:7][C:3]=1[C:4]([Cl:15])=[O:5]. (3) Given the reactants [CH:1]([C:4]1[N:5]=[C:6]2[C:11]([C:12]([F:15])([F:14])[F:13])=[CH:10][CH:9]=[CH:8][N:7]2[C:16]=1[C:17]1[CH:18]=[C:19]([OH:23])[CH:20]=[CH:21][CH:22]=1)([CH3:3])[CH3:2].Br[C:25]1[CH:26]=[C:27]([S:31]([N:34]([CH2:44][C:45]2[CH:50]=[CH:49][C:48]([O:51][CH3:52])=[CH:47][CH:46]=2)[CH2:35][C:36]2[CH:41]=[CH:40][C:39]([O:42][CH3:43])=[CH:38][CH:37]=2)(=[O:33])=[O:32])[CH:28]=[CH:29][CH:30]=1, predict the reaction product. The product is: [CH:1]([C:4]1[N:5]=[C:6]2[C:11]([C:12]([F:15])([F:14])[F:13])=[CH:10][CH:9]=[CH:8][N:7]2[C:16]=1[C:17]1[CH:18]=[C:19]([CH:20]=[CH:21][CH:22]=1)[O:23][C:25]1[CH:26]=[C:27]([S:31]([N:34]([CH2:44][C:45]2[CH:50]=[CH:49][C:48]([O:51][CH3:52])=[CH:47][CH:46]=2)[CH2:35][C:36]2[CH:41]=[CH:40][C:39]([O:42][CH3:43])=[CH:38][CH:37]=2)(=[O:33])=[O:32])[CH:28]=[CH:29][CH:30]=1)([CH3:3])[CH3:2]. (4) Given the reactants Br[C:2]1[CH:3]=[C:4]([C:16]([O:18][CH3:19])=[O:17])[C:5]2[C:6]([CH3:15])=[CH:7][N:8]([CH:11]([CH2:13][CH3:14])[CH3:12])[C:9]=2[CH:10]=1.CC1(C)C(C)(C)OB([C:28]2[CH:29]=[CH:30][C:31]([N:34]3[CH2:39][CH2:38][N:37]([C:40]([O:42][C:43]([CH3:46])([CH3:45])[CH3:44])=[O:41])[CH2:36][CH2:35]3)=[N:32][CH:33]=2)O1.[O-]P([O-])([O-])=O.[K+].[K+].[K+], predict the reaction product. The product is: [C:43]([O:42][C:40]([N:37]1[CH2:38][CH2:39][N:34]([C:31]2[N:32]=[CH:33][C:28]([C:2]3[CH:3]=[C:4]([C:16]([O:18][CH3:19])=[O:17])[C:5]4[C:6]([CH3:15])=[CH:7][N:8]([CH:11]([CH2:13][CH3:14])[CH3:12])[C:9]=4[CH:10]=3)=[CH:29][CH:30]=2)[CH2:35][CH2:36]1)=[O:41])([CH3:46])([CH3:44])[CH3:45]. (5) Given the reactants [CH3:1][NH:2][CH2:3][C:4]1[CH:9]=[CH:8][C:7]([C:10]([N:12]2[CH2:18][C:17]3([CH3:20])[CH2:19][CH:13]2[CH2:14][C:15]([CH3:22])([CH3:21])[CH2:16]3)=[O:11])=[CH:6][CH:5]=1.[S:23]1[CH:27]=[CH:26][CH:25]=[C:24]1[C:28](Cl)=[O:29], predict the reaction product. The product is: [CH3:1][N:2]([CH2:3][C:4]1[CH:9]=[CH:8][C:7]([C:10]([N:12]2[CH2:18][C:17]3([CH3:20])[CH2:19][CH:13]2[CH2:14][C:15]([CH3:22])([CH3:21])[CH2:16]3)=[O:11])=[CH:6][CH:5]=1)[C:28]([C:24]1[S:23][CH:27]=[CH:26][CH:25]=1)=[O:29]. (6) Given the reactants Br[C:2]1[CH:9]=[C:8]([CH2:10][O:11][CH:12]([C:17]2[S:21][C:20]([C:22]3[CH:27]=[CH:26][C:25]([C:28]([F:31])([F:30])[F:29])=[CH:24][CH:23]=3)=[N:19][C:18]=2[CH3:32])[C:13]([F:16])([F:15])[F:14])[CH:7]=[CH:6][C:3]=1[C:4]#[N:5].C1(P([CH:46]2[CH2:51][CH2:50]CCC2)C2CCCCC2)CCCCC1.C1(B(O)O)CC1.O.P([O-])([O-])([O-])=O.[K+].[K+].[K+], predict the reaction product. The product is: [CH:50]1([C:2]2[CH:9]=[C:8]([CH2:10][O:11][CH:12]([C:17]3[S:21][C:20]([C:22]4[CH:27]=[CH:26][C:25]([C:28]([F:31])([F:30])[F:29])=[CH:24][CH:23]=4)=[N:19][C:18]=3[CH3:32])[C:13]([F:16])([F:15])[F:14])[CH:7]=[CH:6][C:3]=2[C:4]#[N:5])[CH2:51][CH2:46]1. (7) The product is: [N:16]1([CH2:22][CH2:23][O:24][C:25]2[C:34]3[C:29](=[CH:30][CH:31]=[CH:32][CH:33]=3)[C:28]([NH:35][C:10](=[O:12])[C:9]3[CH:13]=[CH:14][CH:15]=[C:7]([C:3]4[CH:2]=[N:1][CH:6]=[CH:5][CH:4]=4)[CH:8]=3)=[CH:27][CH:26]=2)[CH2:21][CH2:20][O:19][CH2:18][CH2:17]1. Given the reactants [N:1]1[CH:6]=[CH:5][CH:4]=[C:3]([C:7]2[CH:8]=[C:9]([CH:13]=[CH:14][CH:15]=2)[C:10]([OH:12])=O)[CH:2]=1.[N:16]1([CH2:22][CH2:23][O:24][C:25]2[C:34]3[C:29](=[CH:30][CH:31]=[CH:32][CH:33]=3)[C:28]([NH2:35])=[CH:27][CH:26]=2)[CH2:21][CH2:20][O:19][CH2:18][CH2:17]1, predict the reaction product.